From a dataset of Forward reaction prediction with 1.9M reactions from USPTO patents (1976-2016). Predict the product of the given reaction. (1) The product is: [CH:1]1([CH2:4][N:5]2[C:10](=[O:11])[C:9]([CH2:12][CH2:13][CH2:14][N:33]3[CH2:34][CH2:35][N:30]([CH3:29])[CH2:31][CH2:32]3)=[CH:8][C:7]([C:20]3[CH:25]=[CH:24][C:23]([O:26][CH3:27])=[C:22]([F:28])[CH:21]=3)=[N:6]2)[CH2:3][CH2:2]1. Given the reactants [CH:1]1([CH2:4][N:5]2[C:10](=[O:11])[C:9]([CH2:12][CH2:13][CH2:14]OS(C)(=O)=O)=[CH:8][C:7]([C:20]3[CH:25]=[CH:24][C:23]([O:26][CH3:27])=[C:22]([F:28])[CH:21]=3)=[N:6]2)[CH2:3][CH2:2]1.[CH3:29][N:30]1[CH2:35][CH2:34][NH:33][CH2:32][CH2:31]1, predict the reaction product. (2) Given the reactants [Br:1][C:2]1[CH:15]=[CH:14][C:5]([O:6][C@H:7]2[CH2:12][CH2:11][CH2:10][CH2:9][C@@H:8]2O)=[CH:4][CH:3]=1.BrC1C=CC(O[C@@H]2CCCC[C@H]2O)=CC=1.[CH3:31][CH:32]([S:34]([NH2:37])(=[O:36])=[O:35])[CH3:33], predict the reaction product. The product is: [Br:1][C:2]1[CH:15]=[CH:14][C:5]([O:6][C@@H:7]2[CH2:12][CH2:11][CH2:10][CH2:9][C@@H:8]2[NH:37][S:34]([CH:32]([CH3:33])[CH3:31])(=[O:36])=[O:35])=[CH:4][CH:3]=1. (3) Given the reactants Cl[C:2]1[CH:7]=[C:6]([CH2:8][CH3:9])[N:5]=[C:4]([CH3:10])[C:3]=1[C:11]([C:13]1[CH:18]=[CH:17][C:16]([O:19][CH3:20])=[CH:15][CH:14]=1)=O.O.[NH2:22][NH2:23], predict the reaction product. The product is: [CH2:8]([C:6]1[N:5]=[C:4]([CH3:10])[C:3]2[C:11]([C:13]3[CH:18]=[CH:17][C:16]([O:19][CH3:20])=[CH:15][CH:14]=3)=[N:22][NH:23][C:2]=2[CH:7]=1)[CH3:9]. (4) Given the reactants Br[C:2]1[S:6][C:5]([C:7]2[N:11]3[N:12]=[C:13]([CH3:21])[CH:14]=[C:15]([CH:16]([CH2:19][CH3:20])[CH2:17][CH3:18])[C:10]3=[N:9][C:8]=2[CH3:22])=[C:4]([CH3:23])[CH:3]=1.[I-].[F:25][C:26]1[CH:27]=[C:28]([Zn+])[CH:29]=[CH:30][CH:31]=1.C1COCC1, predict the reaction product. The product is: [CH2:17]([CH:16]([C:15]1[C:10]2[N:11]([C:7]([C:5]3[S:6][C:2]([C:30]4[CH:29]=[CH:28][CH:27]=[C:26]([F:25])[CH:31]=4)=[CH:3][C:4]=3[CH3:23])=[C:8]([CH3:22])[N:9]=2)[N:12]=[C:13]([CH3:21])[CH:14]=1)[CH2:19][CH3:20])[CH3:18]. (5) Given the reactants [BH4-].[Na+].[Si:3]([O:10][C@@H:11]([C@@H:38]([CH3:85])/[CH:39]=[CH:40]\[C@@H:41]([O:77][Si:78]([C:81]([CH3:84])([CH3:83])[CH3:82])([CH3:80])[CH3:79])[CH2:42][C@H:43]([O:69][Si:70]([C:73]([CH3:76])([CH3:75])[CH3:74])([CH3:72])[CH3:71])[C@H:44]([CH3:68])/[CH:45]=[CH:46]/[CH2:47][O:48][C:49]([C:62]1[CH:67]=[CH:66][CH:65]=[CH:64][CH:63]=1)([C:56]1[CH:61]=[CH:60][CH:59]=[CH:58][CH:57]=1)[C:50]1[CH:55]=[CH:54][CH:53]=[CH:52][CH:51]=1)[C@@H:12]([CH3:37])[CH2:13][C@@H:14]([CH3:36])[CH2:15][CH2:16][C:17](=[O:35])[C@@H:18]([C@@H:20]1[C@@H:25]([CH3:26])[CH2:24][O:23][CH:22]([C:27]2[CH:32]=[CH:31][C:30]([O:33][CH3:34])=[CH:29][CH:28]=2)[O:21]1)[CH3:19])([C:6]([CH3:9])([CH3:8])[CH3:7])([CH3:5])[CH3:4], predict the reaction product. The product is: [Si:3]([O:10][C@@H:11]([C@@H:38]([CH3:85])/[CH:39]=[CH:40]\[C@@H:41]([O:77][Si:78]([C:81]([CH3:84])([CH3:83])[CH3:82])([CH3:80])[CH3:79])[CH2:42][C@H:43]([O:69][Si:70]([C:73]([CH3:76])([CH3:75])[CH3:74])([CH3:71])[CH3:72])[C@H:44]([CH3:68])/[CH:45]=[CH:46]/[CH2:47][O:48][C:49]([C:50]1[CH:55]=[CH:54][CH:53]=[CH:52][CH:51]=1)([C:62]1[CH:67]=[CH:66][CH:65]=[CH:64][CH:63]=1)[C:56]1[CH:57]=[CH:58][CH:59]=[CH:60][CH:61]=1)[C@@H:12]([CH3:37])[CH2:13][C@@H:14]([CH3:36])[CH2:15][CH2:16][C@@H:17]([OH:35])[C@@H:18]([C@@H:20]1[C@@H:25]([CH3:26])[CH2:24][O:23][CH:22]([C:27]2[CH:28]=[CH:29][C:30]([O:33][CH3:34])=[CH:31][CH:32]=2)[O:21]1)[CH3:19])([C:6]([CH3:7])([CH3:8])[CH3:9])([CH3:4])[CH3:5].